From a dataset of NCI-60 drug combinations with 297,098 pairs across 59 cell lines. Regression. Given two drug SMILES strings and cell line genomic features, predict the synergy score measuring deviation from expected non-interaction effect. (1) Drug 1: CC12CCC(CC1=CCC3C2CCC4(C3CC=C4C5=CN=CC=C5)C)O. Drug 2: COCCOC1=C(C=C2C(=C1)C(=NC=N2)NC3=CC=CC(=C3)C#C)OCCOC.Cl. Cell line: NCI-H460. Synergy scores: CSS=10.9, Synergy_ZIP=3.15, Synergy_Bliss=9.54, Synergy_Loewe=7.26, Synergy_HSA=8.07. (2) Drug 1: C1CN1C2=NC(=NC(=N2)N3CC3)N4CC4. Drug 2: C1CC(=O)NC(=O)C1N2CC3=C(C2=O)C=CC=C3N. Cell line: NCI-H522. Synergy scores: CSS=30.5, Synergy_ZIP=-3.70, Synergy_Bliss=0.941, Synergy_Loewe=-3.86, Synergy_HSA=-0.0880. (3) Drug 1: CC1=CC2C(CCC3(C2CCC3(C(=O)C)OC(=O)C)C)C4(C1=CC(=O)CC4)C. Drug 2: CC1=C2C(C(=O)C3(C(CC4C(C3C(C(C2(C)C)(CC1OC(=O)C(C(C5=CC=CC=C5)NC(=O)C6=CC=CC=C6)O)O)OC(=O)C7=CC=CC=C7)(CO4)OC(=O)C)O)C)OC(=O)C. Cell line: NCI/ADR-RES. Synergy scores: CSS=-1.07, Synergy_ZIP=1.07, Synergy_Bliss=0.835, Synergy_Loewe=-1.92, Synergy_HSA=-1.84.